Dataset: NCI-60 drug combinations with 297,098 pairs across 59 cell lines. Task: Regression. Given two drug SMILES strings and cell line genomic features, predict the synergy score measuring deviation from expected non-interaction effect. (1) Drug 1: CCC1=CC2CC(C3=C(CN(C2)C1)C4=CC=CC=C4N3)(C5=C(C=C6C(=C5)C78CCN9C7C(C=CC9)(C(C(C8N6C)(C(=O)OC)O)OC(=O)C)CC)OC)C(=O)OC.C(C(C(=O)O)O)(C(=O)O)O. Drug 2: CC1=C(C(=CC=C1)Cl)NC(=O)C2=CN=C(S2)NC3=CC(=NC(=N3)C)N4CCN(CC4)CCO. Cell line: SW-620. Synergy scores: CSS=59.5, Synergy_ZIP=0.634, Synergy_Bliss=1.08, Synergy_Loewe=-1.03, Synergy_HSA=2.21. (2) Synergy scores: CSS=13.6, Synergy_ZIP=-5.61, Synergy_Bliss=-4.87, Synergy_Loewe=-92.8, Synergy_HSA=-6.52. Drug 1: CC1CCC2CC(C(=CC=CC=CC(CC(C(=O)C(C(C(=CC(C(=O)CC(OC(=O)C3CCCCN3C(=O)C(=O)C1(O2)O)C(C)CC4CCC(C(C4)OC)OCCO)C)C)O)OC)C)C)C)OC. Drug 2: CNC(=O)C1=NC=CC(=C1)OC2=CC=C(C=C2)NC(=O)NC3=CC(=C(C=C3)Cl)C(F)(F)F. Cell line: NCIH23.